From a dataset of Catalyst prediction with 721,799 reactions and 888 catalyst types from USPTO. Predict which catalyst facilitates the given reaction. (1) Reactant: Br[C:2]1[CH:7]=[CH:6][CH:5]=[C:4]([F:8])[C:3]=1[C:9]1[CH:14]=[CH:13][CH:12]=[C:11]([CH2:15][CH3:16])[CH:10]=1.[Li]C(C)(C)C.[CH3:22][O:23][CH2:24][CH2:25][CH2:26][CH2:27][C:28]([CH:30]1[CH2:35][CH2:34][N:33]([C:36]([O:38][CH2:39][C:40]2[CH:45]=[CH:44][CH:43]=[CH:42][CH:41]=2)=[O:37])[CH2:32][CH2:31]1)=[O:29]. Product: [CH2:15]([C:11]1[CH:10]=[C:9]([C:3]2[C:4]([F:8])=[CH:5][CH:6]=[CH:7][C:2]=2[C:28]([CH:30]2[CH2:35][CH2:34][N:33]([C:36]([O:38][CH2:39][C:40]3[CH:41]=[CH:42][CH:43]=[CH:44][CH:45]=3)=[O:37])[CH2:32][CH2:31]2)([OH:29])[CH2:27][CH2:26][CH2:25][CH2:24][O:23][CH3:22])[CH:14]=[CH:13][CH:12]=1)[CH3:16]. The catalyst class is: 332. (2) Reactant: [NH2:1][C:2]1[N:6]([CH3:7])[N:5]=[C:4]([OH:8])[C:3]=1[C:9]1[CH:17]=[CH:16][C:12]2[O:13][CH2:14][O:15][C:11]=2[CH:10]=1.C(=O)([O-])[O-].[K+].[K+].Br[CH2:25][CH:26]1[CH2:28][CH2:27]1. Product: [O:13]1[C:12]2[CH:16]=[CH:17][C:9]([C:3]3[C:4]([O:8][CH2:25][CH:26]4[CH2:28][CH2:27]4)=[N:5][N:6]([CH3:7])[C:2]=3[NH2:1])=[CH:10][C:11]=2[O:15][CH2:14]1. The catalyst class is: 9. (3) Reactant: [F:1][C:2]([F:20])([F:19])[C:3]([N:5]1[CH2:14][CH2:13][C:12]2[C:7](=[CH:8][C:9]([S:15](Cl)(=[O:17])=[O:16])=[CH:10][CH:11]=2)[CH2:6]1)=[O:4].[CH3:21][C:22]([NH2:25])([CH3:24])[CH3:23]. Product: [C:22]([NH:25][S:15]([C:9]1[CH:8]=[C:7]2[C:12]([CH2:13][CH2:14][N:5]([C:3](=[O:4])[C:2]([F:20])([F:19])[F:1])[CH2:6]2)=[CH:11][CH:10]=1)(=[O:17])=[O:16])([CH3:24])([CH3:23])[CH3:21]. The catalyst class is: 2. (4) Reactant: [F:1][C:2]1[CH:7]=[CH:6][C:5]([CH2:8][CH:9]([C:13]2[CH:18]=[CH:17][C:16]([S:19]([CH3:22])(=[O:21])=[O:20])=[CH:15][C:14]=2[CH3:23])[C:10](O)=[O:11])=[CH:4][CH:3]=1.[NH2:24][C:25]1[O:26][C:27]2[CH:33]=[CH:32][CH:31]=[CH:30][C:28]=2[N:29]=1.CCN=C=NCCCN(C)C.Cl.Cl. Product: [O:26]1[C:27]2[CH:33]=[CH:32][CH:31]=[CH:30][C:28]=2[N:29]=[C:25]1[NH:24][C:10](=[O:11])[CH:9]([C:13]1[CH:18]=[CH:17][C:16]([S:19]([CH3:22])(=[O:21])=[O:20])=[CH:15][C:14]=1[CH3:23])[CH2:8][C:5]1[CH:6]=[CH:7][C:2]([F:1])=[CH:3][CH:4]=1. The catalyst class is: 64. (5) Reactant: Cl.[CH2:2]([O:4][C:5](=[O:18])/[CH:6]=[CH:7]/[C:8]1[CH:17]=[CH:16][CH:15]=[C:14]2[C:9]=1[CH2:10][CH2:11][NH:12][CH2:13]2)[CH3:3].[CH:19]1([CH:22]=O)[CH2:21][CH2:20]1.CCN(C(C)C)C(C)C.[BH-](OC(C)=O)(OC(C)=O)OC(C)=O.[Na+]. Product: [CH2:2]([O:4][C:5](=[O:18])/[CH:6]=[CH:7]/[C:8]1[CH:17]=[CH:16][CH:15]=[C:14]2[C:9]=1[CH2:10][CH2:11][N:12]([CH2:22][CH:19]1[CH2:21][CH2:20]1)[CH2:13]2)[CH3:3]. The catalyst class is: 34.